This data is from Catalyst prediction with 721,799 reactions and 888 catalyst types from USPTO. The task is: Predict which catalyst facilitates the given reaction. (1) Reactant: Br[CH2:2][CH2:3][CH2:4][Si:5]([CH2:11][CH2:12][CH3:13])([CH2:8][CH2:9][CH3:10])[O:6][CH3:7].C(=O)([O-])[O-].[K+].[K+].[NH:20]1[CH2:25][CH2:24][CH2:23][CH2:22][CH2:21]1. Product: [N:20]1([CH2:2][CH2:3][CH2:4][Si:5]([CH2:11][CH2:12][CH3:13])([CH2:8][CH2:9][CH3:10])[O:6][CH3:7])[CH2:25][CH2:24][CH2:23][CH2:22][CH2:21]1. The catalyst class is: 459. (2) Reactant: [Br:1][CH2:2][CH2:3][CH2:4][C:5]([OH:7])=[O:6].[C:8](Cl)(=O)[C:9](Cl)=O.C(O)C. Product: [Br:1][CH2:2][CH2:3][CH2:4][C:5]([O:7][CH2:8][CH3:9])=[O:6]. The catalyst class is: 174. (3) Reactant: [Br:1][C:2]1[CH:7]=[CH:6][C:5]([C:8](=[N:22][O:23][CH2:24][CH3:25])[CH:9]2[CH2:14][CH2:13][N:12]([C:15]3([CH3:21])[CH2:20][CH2:19][NH:18][CH2:17][CH2:16]3)[CH2:11][CH2:10]2)=[CH:4][CH:3]=1.[CH3:26][O:27][C:28]1[C:37]2[C:32](=[CH:33][CH:34]=[CH:35][CH:36]=2)[N:31]=[C:30]([C:38](O)=[O:39])[CH:29]=1.CCN(CC)CC.CN(C(ON1N=NC2C=CC=NC1=2)=[N+](C)C)C.F[P-](F)(F)(F)(F)F. Product: [Br:1][C:2]1[CH:7]=[CH:6][C:5]([C:8](=[N:22][O:23][CH2:24][CH3:25])[CH:9]2[CH2:10][CH2:11][N:12]([C:15]3([CH3:21])[CH2:20][CH2:19][N:18]([C:38]([C:30]4[CH:29]=[C:28]([O:27][CH3:26])[C:37]5[C:32](=[CH:33][CH:34]=[CH:35][CH:36]=5)[N:31]=4)=[O:39])[CH2:17][CH2:16]3)[CH2:13][CH2:14]2)=[CH:4][CH:3]=1. The catalyst class is: 3. (4) Reactant: [CH2:1]([N:8]1[CH2:14][CH:13]2[CH:15]([NH:16][CH3:17])[CH:10]([CH2:11][CH2:12]2)[CH2:9]1)[C:2]1[CH:7]=[CH:6][CH:5]=[CH:4][CH:3]=1.CC1C=CC(S(O[CH2:29][CH2:30][CH2:31][NH:32][C:33]2[CH:38]=[CH:37][C:36]([C:39]#[N:40])=[CH:35][CH:34]=2)(=O)=O)=CC=1.C(=O)([O-])[O-].[K+].[K+]. Product: [CH2:1]([N:8]1[CH2:14][CH:13]2[CH:15]([N:16]([CH3:17])[CH2:29][CH2:30][CH2:31][NH:32][C:33]3[CH:34]=[CH:35][C:36]([C:39]#[N:40])=[CH:37][CH:38]=3)[CH:10]([CH2:11][CH2:12]2)[CH2:9]1)[C:2]1[CH:3]=[CH:4][CH:5]=[CH:6][CH:7]=1. The catalyst class is: 3. (5) Reactant: [CH3:1][O:2][C:3]1[CH:12]=[CH:11][C:6]2[N:7]=[C:8]([CH3:10])[S:9][C:5]=2[CH:4]=1.[F:13][B-:14]([F:17])([F:16])[F:15].[CH2:18]([O+](CC)CC)[CH3:19]. Product: [F:13][B-:14]([F:17])([F:16])[F:15].[CH2:18]([N+:7]1[C:6]2[CH:11]=[CH:12][C:3]([O:2][CH3:1])=[CH:4][C:5]=2[S:9][C:8]=1[CH3:10])[CH3:19]. The catalyst class is: 26. (6) Reactant: [F:1][C:2]1[CH:7]=[CH:6][C:5]([F:8])=[CH:4][CH:3]=1.C([Li])(CC)C.[C:14](=[S:16])=[S:15].Cl[CH2:18][C:19]([OH:21])=[O:20].C(=O)(O)[O-].[Na+].OS(O)(=O)=O. Product: [F:1][C:2]1[CH:7]=[CH:6][C:5]([F:8])=[CH:4][C:3]=1[C:14]([S:16][CH2:18][C:19]([OH:21])=[O:20])=[S:15]. The catalyst class is: 20.